This data is from Catalyst prediction with 721,799 reactions and 888 catalyst types from USPTO. The task is: Predict which catalyst facilitates the given reaction. (1) Reactant: CS(O[CH2:6][C@H:7]([NH:12][C:13]([C:26]1[CH:31]=[CH:30][CH:29]=[CH:28][CH:27]=1)([C:20]1[CH:25]=[CH:24][CH:23]=[CH:22][CH:21]=1)[C:14]1[CH:19]=[CH:18][CH:17]=[CH:16][CH:15]=1)[C:8]([O:10][CH3:11])=[O:9])(=O)=O.[I-:32].[Na+]. Product: [I:32][CH2:6][C@H:7]([NH:12][C:13]([C:20]1[CH:21]=[CH:22][CH:23]=[CH:24][CH:25]=1)([C:14]1[CH:19]=[CH:18][CH:17]=[CH:16][CH:15]=1)[C:26]1[CH:27]=[CH:28][CH:29]=[CH:30][CH:31]=1)[C:8]([O:10][CH3:11])=[O:9]. The catalyst class is: 21. (2) Reactant: Br[C:2]1[CH2:6][CH:5]([C:7]2[N:8]=[N:9][N:10]([CH2:12][C:13]([O:15][C:16]([CH3:19])([CH3:18])[CH3:17])=[O:14])[N:11]=2)[O:4][N:3]=1.Cl.[CH2:21]([C:23]1[CH:28]=[CH:27][C:26]([F:29])=[CH:25][C:24]=1[C:30]([CH:32]1[CH2:37][CH2:36][NH:35][CH2:34][CH2:33]1)=[O:31])[CH3:22].C(=O)(O)[O-].[Na+].O. Product: [CH2:21]([C:23]1[CH:28]=[CH:27][C:26]([F:29])=[CH:25][C:24]=1[C:30]([CH:32]1[CH2:33][CH2:34][N:35]([C:2]2[CH2:6][CH:5]([C:7]3[N:8]=[N:9][N:10]([CH2:12][C:13]([O:15][C:16]([CH3:19])([CH3:18])[CH3:17])=[O:14])[N:11]=3)[O:4][N:3]=2)[CH2:36][CH2:37]1)=[O:31])[CH3:22]. The catalyst class is: 107. (3) Reactant: [Br:1][C:2]1[C:11]2[C:6](=[CH:7][CH:8]=[CH:9][CH:10]=2)[CH:5]=[CH:4][C:3]=1[C:12]([OH:14])=O.Cl.[CH3:16][NH:17][O:18][CH3:19].F[P-](F)(F)(F)(F)F.N1(O[P+](N(C)C)(N(C)C)N(C)C)C2C=CC=CC=2N=N1.C(N(CC)C(C)C)(C)C. Product: [Br:1][C:2]1[C:11]2[C:6](=[CH:7][CH:8]=[CH:9][CH:10]=2)[CH:5]=[CH:4][C:3]=1[C:12]([N:17]([O:18][CH3:19])[CH3:16])=[O:14]. The catalyst class is: 9.